This data is from Catalyst prediction with 721,799 reactions and 888 catalyst types from USPTO. The task is: Predict which catalyst facilitates the given reaction. (1) Reactant: [Br:1]N1C(=O)CCC1=O.[CH3:9][C:10]1[N:15]=[CH:14][C:13]([OH:16])=[CH:12][CH:11]=1. Product: [Br:1][C:14]1[C:13]([OH:16])=[CH:12][CH:11]=[C:10]([CH3:9])[N:15]=1. The catalyst class is: 17. (2) Reactant: [CH2:1]([N:3]1[C:7]2[CH:8]=[CH:9][C:10]([C:12]3[C:13]([C:17]4[CH:18]=[C:19]([CH3:23])[CH:20]=[CH:21][CH:22]=4)=[N:14][NH:15][CH:16]=3)=[CH:11][C:6]=2[N:5]([CH2:24][CH3:25])[C:4]1=[O:26])[CH3:2].[H-].[Na+].Br[CH2:30][C:31]([O:33][C:34]([CH3:37])([CH3:36])[CH3:35])=[O:32].C(=O)(O)[O-].[Na+]. Product: [C:34]([O:33][C:31](=[O:32])[CH2:30][N:15]1[CH:16]=[C:12]([C:10]2[CH:9]=[CH:8][C:7]3[N:3]([CH2:1][CH3:2])[C:4](=[O:26])[N:5]([CH2:24][CH3:25])[C:6]=3[CH:11]=2)[C:13]([C:17]2[CH:18]=[C:19]([CH3:23])[CH:20]=[CH:21][CH:22]=2)=[N:14]1)([CH3:37])([CH3:36])[CH3:35].[C:34]([O:33][C:31](=[O:32])[CH2:30][N:14]1[C:13]([C:17]2[CH:18]=[C:19]([CH3:23])[CH:20]=[CH:21][CH:22]=2)=[C:12]([C:10]2[CH:9]=[CH:8][C:7]3[N:3]([CH2:1][CH3:2])[C:4](=[O:26])[N:5]([CH2:24][CH3:25])[C:6]=3[CH:11]=2)[CH:16]=[N:15]1)([CH3:37])([CH3:36])[CH3:35]. The catalyst class is: 12. (3) Reactant: [C:1]([O:5][C:6]([N:8]1[CH2:12][CH2:11][CH:10]([C:13]2[CH:18]=[CH:17][CH:16]=[CH:15][CH:14]=2)[C@H:9]1[C:19](O)=[O:20])=[O:7])([CH3:4])([CH3:3])[CH3:2].[C:22]1([CH:28]([C:35]2[CH:40]=[CH:39][CH:38]=[CH:37][CH:36]=2)[N:29]2[CH2:34][CH2:33][NH:32][CH2:31][CH2:30]2)[CH:27]=[CH:26][CH:25]=[CH:24][CH:23]=1.C([N:44](CC)C(C)C)(C)C.C1CN([P+](ON2N=NC3C=CC=CC2=3)(N2CCCC2)N2CCCC2)CC1.F[P-](F)(F)(F)(F)F. The catalyst class is: 2. Product: [CH:28]([N:29]1[CH2:30][CH2:31][N:32]([NH:44][C:19]([C@@H:9]2[CH:10]([C:13]3[CH:18]=[CH:17][CH:16]=[CH:15][CH:14]=3)[CH2:11][CH2:12][N:8]2[C:6]([O:5][C:1]([CH3:2])([CH3:4])[CH3:3])=[O:7])=[O:20])[CH2:33][CH2:34]1)([C:22]1[CH:23]=[CH:24][CH:25]=[CH:26][CH:27]=1)[C:35]1[CH:40]=[CH:39][CH:38]=[CH:37][CH:36]=1. (4) Reactant: CO[C:3](OC)([CH3:5])[CH3:4].CS(O)(=O)=O.[Cl:13][CH2:14][C@@H:15]([OH:29])[CH2:16][C@@H:17]([OH:28])[CH2:18][C:19]([N:21]([CH:25]([CH3:27])[CH3:26])[CH:22]([CH3:24])[CH3:23])=[O:20]. Product: [Cl:13][CH2:14][C@H:15]1[O:29][C:3]([CH3:5])([CH3:4])[O:28][C@@H:17]([CH2:18][C:19]([N:21]([CH:22]([CH3:23])[CH3:24])[CH:25]([CH3:27])[CH3:26])=[O:20])[CH2:16]1. The catalyst class is: 21.